Dataset: Reaction yield outcomes from USPTO patents with 853,638 reactions. Task: Predict the reaction yield, written as a fraction of the theoretical maximum amount of product (1.0 means a 100% yield; for example, 0.34 means a 34% yield). (1) The reactants are FC(F)(F)S(O[C:7]1[CH:31]=[CH:30][C:10]2[N:11]([C:14]3[CH:19]=[CH:18][C:17]([O:20][CH2:21][CH2:22][O:23][CH:24]4[CH2:29][CH2:28][CH2:27][CH2:26][O:25]4)=[CH:16][CH:15]=3)[CH:12]=[N:13][C:9]=2[CH:8]=1)(=O)=O.C(=O)([O-])[O-].[K+].[K+].[N:40]1[CH:45]=[CH:44][C:43](B(O)O)=[CH:42][CH:41]=1. The catalyst is C1C=CC([P]([Pd]([P](C2C=CC=CC=2)(C2C=CC=CC=2)C2C=CC=CC=2)([P](C2C=CC=CC=2)(C2C=CC=CC=2)C2C=CC=CC=2)[P](C2C=CC=CC=2)(C2C=CC=CC=2)C2C=CC=CC=2)(C2C=CC=CC=2)C2C=CC=CC=2)=CC=1.C(Cl)(Cl)Cl.C(O)(C)C. The product is [N:40]1[CH:45]=[CH:44][C:43]([C:7]2[CH:31]=[CH:30][C:10]3[N:11]([C:14]4[CH:15]=[CH:16][C:17]([O:20][CH2:21][CH2:22][O:23][CH:24]5[CH2:29][CH2:28][CH2:27][CH2:26][O:25]5)=[CH:18][CH:19]=4)[CH:12]=[N:13][C:9]=3[CH:8]=2)=[CH:42][CH:41]=1. The yield is 1.00. (2) The reactants are [F:1][C:2]([F:16])([F:15])[C:3]([NH:5][C@H:6]([C:12]([OH:14])=[O:13])[CH2:7][CH2:8][CH2:9][CH2:10][NH2:11])=[O:4].[CH2:17](O)[C:18]1[CH:23]=[CH:22][CH:21]=[CH:20][CH:19]=1.S(Cl)([Cl:27])=O. The catalyst is C(OCC)(=O)C. The product is [ClH:27].[CH2:17]([O:13][C:12](=[O:14])[C@H:6]([CH2:7][CH2:8][CH2:9][CH2:10][NH2:11])[NH:5][C:3](=[O:4])[C:2]([F:15])([F:16])[F:1])[C:18]1[CH:23]=[CH:22][CH:21]=[CH:20][CH:19]=1. The yield is 0.838. (3) The reactants are [OH:1][C:2]1[CH:3]=[C:4]([CH2:9][C:10]#[N:11])[CH:5]=[CH:6][C:7]=1[OH:8].CO[C:14](OC)([CH3:16])[CH3:15].CC1C=CC(S(O)(=O)=O)=CC=1. The catalyst is C1(C)C=CC=CC=1. The product is [CH3:15][C:14]1([CH3:16])[O:8][C:7]2[CH:6]=[CH:5][C:4]([CH2:9][C:10]#[N:11])=[CH:3][C:2]=2[O:1]1. The yield is 0.200.